The task is: Predict the reactants needed to synthesize the given product.. This data is from Full USPTO retrosynthesis dataset with 1.9M reactions from patents (1976-2016). (1) Given the product [Br:15][C:16]1[N:17]=[C:18]([N:12]2[CH:13]=[C:9]([C:6]3[CH:5]=[CH:4][C:3]([CH3:14])=[CH:8][CH:7]=3)[N:10]=[CH:11]2)[C:19]2[N:20]([CH:22]=[CH:23][N:24]=2)[CH:21]=1, predict the reactants needed to synthesize it. The reactants are: [H-].[Na+].[C:3]1([CH3:14])[CH:8]=[CH:7][C:6]([C:9]2[N:10]=[CH:11][NH:12][CH:13]=2)=[CH:5][CH:4]=1.[Br:15][C:16]1[N:17]=[C:18](Br)[C:19]2[N:20]([CH:22]=[CH:23][N:24]=2)[CH:21]=1.O. (2) The reactants are: [C:1](#[N:4])[CH:2]=[CH2:3].[CH:5]1([C:11]2[C:19]3[C:14](=[CH:15][C:16]([C:20]([O:22][CH3:23])=[O:21])=[CH:17][CH:18]=3)[NH:13][C:12]=2[C:24]2[CH:29]=[CH:28][CH:27]=[CH:26][C:25]=2[CH:30]=O)[CH2:10][CH2:9][CH2:8][CH2:7][CH2:6]1. Given the product [C:1]([C:2]1[CH2:30][C:25]2[CH:26]=[CH:27][CH:28]=[CH:29][C:24]=2[C:12]2=[C:11]([CH:5]3[CH2:10][CH2:9][CH2:8][CH2:7][CH2:6]3)[C:19]3[CH:18]=[CH:17][C:16]([C:20]([O:22][CH3:23])=[O:21])=[CH:15][C:14]=3[N:13]2[CH:3]=1)#[N:4], predict the reactants needed to synthesize it. (3) Given the product [CH2:1]([O:8][CH2:9][CH:10]([NH:14][C:15]([CH:16]([O:21][C:29]([N:23]1[CH2:28][CH2:27][O:26][CH2:25][CH2:24]1)=[O:30])[CH2:17][CH:18]([CH3:19])[CH3:20])=[O:22])[C:11](=[O:13])[NH2:12])[C:2]1[CH:3]=[CH:4][CH:5]=[CH:6][CH:7]=1, predict the reactants needed to synthesize it. The reactants are: [CH2:1]([O:8][CH2:9][CH:10]([NH:14][C:15](=[O:22])[CH:16]([OH:21])[CH2:17][CH:18]([CH3:20])[CH3:19])[C:11](=[O:13])[NH2:12])[C:2]1[CH:7]=[CH:6][CH:5]=[CH:4][CH:3]=1.[N:23]1([C:29](Cl)=[O:30])[CH2:28][CH2:27][O:26][CH2:25][CH2:24]1.CCN(CC)CC. (4) The reactants are: [C:1]([C:3]1[CH:12]=[CH:11][C:10]2[C:5](=[CH:6][CH:7]=[C:8]([CH2:13][C:14]3[CH:15]=[C:16]([CH:21]=[CH:22][N:23]=3)[C:17]([O:19][CH3:20])=[O:18])[CH:9]=2)[N:4]=1)#[N:2].[CH3:24][C:25]([O:28][C:29](O[C:29]([O:28][C:25]([CH3:27])([CH3:26])[CH3:24])=[O:30])=[O:30])([CH3:27])[CH3:26]. Given the product [C:25]([O:28][C:29]([NH:2][CH2:1][C:3]1[CH:12]=[CH:11][C:10]2[C:5](=[CH:6][CH:7]=[C:8]([CH2:13][C:14]3[CH:15]=[C:16]([CH:21]=[CH:22][N:23]=3)[C:17]([O:19][CH3:20])=[O:18])[CH:9]=2)[N:4]=1)=[O:30])([CH3:27])([CH3:26])[CH3:24], predict the reactants needed to synthesize it. (5) Given the product [Cl:23][CH:22]([Cl:24])[C:21]([NH:20][C@H:17]([CH2:18][F:19])[C@H:16]([OH:26])[C:13]1[CH:14]=[CH:15][C:10]([C:7]2[CH:8]=[CH:9][C:4]([C@H:2]([NH:1][S:37]([CH3:36])(=[O:39])=[O:38])[CH3:3])=[CH:5][CH:6]=2)=[CH:11][CH:12]=1)=[O:25], predict the reactants needed to synthesize it. The reactants are: [NH2:1][C@@H:2]([C:4]1[CH:9]=[CH:8][C:7]([C:10]2[CH:15]=[CH:14][C:13]([C@@H:16]([OH:26])[C@H:17]([NH:20][C:21](=[O:25])[CH:22]([Cl:24])[Cl:23])[CH2:18][F:19])=[CH:12][CH:11]=2)=[CH:6][CH:5]=1)[CH3:3].C(N(C(C)C)CC)(C)C.[CH3:36][S:37](Cl)(=[O:39])=[O:38]. (6) The reactants are: [F:1][C:2]1[CH:35]=[CH:34][C:5]([CH2:6][CH:7]2[CH2:12][CH2:11][N:10]([CH2:13][C@@H:14]3[O:18][C:17](=[O:19])[N:16]([C:20]4[CH:25]=[CH:24][C:23]([O:26]CC5C=CC=CC=5)=[CH:22][CH:21]=4)[CH2:15]3)[CH2:9][CH2:8]2)=[CH:4][CH:3]=1. Given the product [F:1][C:2]1[CH:35]=[CH:34][C:5]([CH2:6][CH:7]2[CH2:12][CH2:11][N:10]([CH2:13][C@@H:14]3[O:18][C:17](=[O:19])[N:16]([C:20]4[CH:21]=[CH:22][C:23]([OH:26])=[CH:24][CH:25]=4)[CH2:15]3)[CH2:9][CH2:8]2)=[CH:4][CH:3]=1, predict the reactants needed to synthesize it.